This data is from Catalyst prediction with 721,799 reactions and 888 catalyst types from USPTO. The task is: Predict which catalyst facilitates the given reaction. (1) Reactant: [F:1][C:2]1[CH:3]=[CH:4][C:5]([O:23][CH3:24])=[C:6]([C:8]([CH3:22])([CH3:21])[CH2:9][C:10]([O:17][CH2:18][O:19][CH3:20])([C:13]([F:16])([F:15])[F:14])[CH:11]=[O:12])[CH:7]=1.[CH3:25][C:26]1[CH:27]=[C:28]([CH:32]=[C:33]([CH3:35])[CH:34]=1)[CH2:29][Mg]Br. Product: [CH3:25][C:26]1[CH:34]=[C:33]([CH2:35][CH:11]([OH:12])[C:10]([O:17][CH2:18][O:19][CH3:20])([C:13]([F:16])([F:15])[F:14])[CH2:9][C:8]([C:6]2[CH:7]=[C:2]([F:1])[CH:3]=[CH:4][C:5]=2[O:23][CH3:24])([CH3:21])[CH3:22])[CH:32]=[C:28]([CH3:29])[CH:27]=1. The catalyst class is: 1. (2) Reactant: C([O:8][C:9]([C:11]1([NH:17][C:18]([C@@H:20]2[CH2:24][CH2:23][CH2:22][O:21]2)=[O:19])[CH2:16][CH2:15][CH2:14][CH2:13][CH2:12]1)=[O:10])C1C=CC=CC=1. Product: [O:21]1[CH2:22][CH2:23][CH2:24][C@H:20]1[C:18]([NH:17][C:11]1([C:9]([OH:10])=[O:8])[CH2:12][CH2:13][CH2:14][CH2:15][CH2:16]1)=[O:19]. The catalyst class is: 352. (3) Reactant: [CH3:1][C:2]([OH:5])([CH3:4])[CH3:3].Cl[S:7]([N:10]=[C:11]=[O:12])(=[O:9])=[O:8].[NH2:13][C:14]1[CH:19]=[CH:18][C:17](/[CH:20]=[CH:21]/[S:22]([N:25]2[CH2:46][CH2:45][C:28]3([N:32]=[C:31]([C:33]4[CH:38]=[CH:37][CH:36]=[C:35]([O:39][C:40]([F:43])([F:42])[F:41])[CH:34]=4)[NH:30][C:29]3=[O:44])[CH2:27][CH2:26]2)(=[O:24])=[O:23])=[C:16]([CH3:47])[CH:15]=1.C(N(CC)CC)C. Product: [C:2]([O:5][C:11]([NH:10][S:7]([NH:13][C:14]1[CH:19]=[CH:18][C:17](/[CH:20]=[CH:21]/[S:22]([N:25]2[CH2:26][CH2:27][C:28]3([N:32]=[C:31]([C:33]4[CH:38]=[CH:37][CH:36]=[C:35]([O:39][C:40]([F:41])([F:43])[F:42])[CH:34]=4)[NH:30][C:29]3=[O:44])[CH2:45][CH2:46]2)(=[O:23])=[O:24])=[C:16]([CH3:47])[CH:15]=1)(=[O:9])=[O:8])=[O:12])([CH3:4])([CH3:3])[CH3:1]. The catalyst class is: 4.